From a dataset of Aqueous solubility values for 9,982 compounds from the AqSolDB database. Regression/Classification. Given a drug SMILES string, predict its absorption, distribution, metabolism, or excretion properties. Task type varies by dataset: regression for continuous measurements (e.g., permeability, clearance, half-life) or binary classification for categorical outcomes (e.g., BBB penetration, CYP inhibition). For this dataset (solubility_aqsoldb), we predict Y. (1) The compound is CC12CCC(=O)C=C1CCC1C2C(O)CC2(C)C(C(=O)CO)CCC12. The Y is -3.24 log mol/L. (2) The molecule is CC(C)NCC1CCc2cc(CO)c([N+](=O)[O-])cc2N1. The Y is -2.97 log mol/L.